From a dataset of Reaction yield outcomes from USPTO patents with 853,638 reactions. Predict the reaction yield, written as a fraction of the theoretical maximum amount of product (1.0 means a 100% yield; for example, 0.34 means a 34% yield). (1) The reactants are Cl[C:2]1[C:11]2[C:6](=[CH:7][CH:8]=[CH:9][CH:10]=2)[N:5]=[C:4]([CH2:12]Cl)[N:3]=1.Cl.[NH2:15][C@H:16]([C:20]([NH2:22])=[O:21])[CH:17]([CH3:19])[CH3:18].C(=O)([O-])[O-].[K+].[K+].C(#[N:31])C. No catalyst specified. The product is [NH2:31][CH2:12][C:4]1[N:3]=[C:2]([NH:15][C@@H:16]([CH:17]([CH3:19])[CH3:18])[C:20]([NH2:22])=[O:21])[C:11]2[C:6](=[CH:7][CH:8]=[CH:9][CH:10]=2)[N:5]=1. The yield is 0.780. (2) The reactants are OS(O)(=O)=O.Cl[CH2:7][CH2:8][C:9]([C:11]1[CH:12]=[CH:13][C:14]2[N:15]([CH2:29][CH2:30][CH2:31][N:32]([CH2:45][CH3:46])[S:33]([C:36]3[CH:41]=[CH:40][CH:39]=[CH:38][C:37]=3[N+:42]([O-:44])=[O:43])(=[O:35])=[O:34])[C:16]3[C:21]([C:22]=2[CH:23]=1)=[CH:20][C:19]([C:24](=[O:28])[CH2:25][CH2:26]Cl)=[CH:18][CH:17]=3)=[O:10]. The catalyst is C(Cl)Cl.C(OCC)(=O)C. The product is [O:28]=[C:24]1[C:19]2[CH:18]=[CH:17][C:16]3[N:15]([CH2:29][CH2:30][CH2:31][N:32]([CH2:45][CH3:46])[S:33]([C:36]4[CH:41]=[CH:40][CH:39]=[CH:38][C:37]=4[N+:42]([O-:44])=[O:43])(=[O:34])=[O:35])[C:14]4[CH:13]=[CH:12][C:11]5[C:9](=[O:10])[CH2:8][CH2:7][C:23]=5[C:22]=4[C:21]=3[C:20]=2[CH2:26][CH2:25]1. The yield is 0.230.